This data is from Catalyst prediction with 721,799 reactions and 888 catalyst types from USPTO. The task is: Predict which catalyst facilitates the given reaction. Reactant: [OH-].[Na+].C(O)(=O)C.[CH3:7][S:8]([C:11]1[CH:16]=[CH:15][CH:14]=[CH:13][C:12]=1[C:17]1[CH:22]=[CH:21][C:20]([NH:23][C:24](=[O:39])[CH:25]([O:29][C:30]2[CH:35]=[CH:34][CH:33]=[C:32]([C:36](=[NH:38])[NH2:37])[CH:31]=2)[CH2:26][CH2:27][CH3:28])=[CH:19][CH:18]=1)(=[O:10])=[O:9].Cl[C:41]([O:43][CH3:44])=[O:42]. Product: [CH3:44][O:43][C:41](=[O:42])[NH:38][C:36](=[NH:37])[C:32]1[CH:33]=[CH:34][CH:35]=[C:30]([O:29][CH:25]([C:24](=[O:39])[NH:23][C:20]2[CH:19]=[CH:18][C:17]([C:12]3[CH:13]=[CH:14][CH:15]=[CH:16][C:11]=3[S:8]([CH3:7])(=[O:9])=[O:10])=[CH:22][CH:21]=2)[CH2:26][CH2:27][CH3:28])[CH:31]=1. The catalyst class is: 4.